This data is from CYP2C9 inhibition data for predicting drug metabolism from PubChem BioAssay. The task is: Regression/Classification. Given a drug SMILES string, predict its absorption, distribution, metabolism, or excretion properties. Task type varies by dataset: regression for continuous measurements (e.g., permeability, clearance, half-life) or binary classification for categorical outcomes (e.g., BBB penetration, CYP inhibition). Dataset: cyp2c9_veith. (1) The result is 0 (non-inhibitor). The molecule is O=S(=O)(c1ccccc1)N1CCC2(CC1)CN(c1ncccn1)C2. (2) The molecule is CN(Cc1ccco1)c1nc(-c2ccccc2Cl)nc2ccccc12. The result is 0 (non-inhibitor). (3) The compound is NCCSS(=O)(=O)CCN. The result is 0 (non-inhibitor). (4) The compound is COc1cc(CCN)c(OC)c(OC)c1. The result is 0 (non-inhibitor). (5) The molecule is Cn1c(=O)c2c(ncn2CCO)n(C)c1=O. The result is 0 (non-inhibitor).